This data is from Catalyst prediction with 721,799 reactions and 888 catalyst types from USPTO. The task is: Predict which catalyst facilitates the given reaction. Reactant: [NH:1]1[CH:5]=[N:4][C:3]([C:6]#[N:7])=[N:2]1.[O:8]1[CH:13]=[CH:12][CH2:11][CH2:10][CH2:9]1.C1(C)C=CC(S(O)(=O)=O)=CC=1.C(=O)(O)[O-].[Na+]. Product: [O:8]1[CH2:13][CH2:12][CH2:11][CH2:10][CH:9]1[N:1]1[CH:5]=[N:4][C:3]([C:6]#[N:7])=[N:2]1. The catalyst class is: 26.